From a dataset of Full USPTO retrosynthesis dataset with 1.9M reactions from patents (1976-2016). Predict the reactants needed to synthesize the given product. (1) Given the product [C:1]([NH:5][C:6]1[N:7]=[C:8]([Cl:17])[CH:9]=[C:10]2[C:15]=1[C:14](=[O:16])[N:13]([CH2:25][CH:26]([OH:29])[CH2:27][OH:28])[CH:12]=[CH:11]2)([CH3:4])([CH3:2])[CH3:3], predict the reactants needed to synthesize it. The reactants are: [C:1]([NH:5][C:6]1[N:7]=[C:8]([Cl:17])[CH:9]=[C:10]2[C:15]=1[C:14](=[O:16])[NH:13][CH:12]=[CH:11]2)([CH3:4])([CH3:3])[CH3:2].C([O-])([O-])=O.[Cs+].[Cs+].Cl[CH2:25][CH:26]([OH:29])[CH2:27][OH:28].C(OCC)(=O)C. (2) Given the product [CH2:17]([O:8][CH2:7][CH2:6][C:2]1[S:1][CH:5]=[CH:4][CH:3]=1)[CH2:18][CH2:19][CH2:20][CH2:21][CH2:22][CH2:23][CH2:24][CH3:25], predict the reactants needed to synthesize it. The reactants are: [S:1]1[CH:5]=[CH:4][CH:3]=[C:2]1[CH2:6][CH2:7][OH:8].[H-].[Na+].O1CCCC1.Br[CH2:17][CH2:18][CH2:19][CH2:20][CH2:21][CH2:22][CH2:23][CH2:24][CH3:25]. (3) The reactants are: Br[C:2]1[C:3](=[O:20])[C:4]([C:17]([OH:19])=[O:18])=[CH:5][N:6]([CH2:8][C:9]2[CH:14]=[CH:13][C:12]([C:15]#[N:16])=[CH:11][CH:10]=2)[CH:7]=1.[F:21][C:22]([F:33])([F:32])[C:23]1[CH:24]=[C:25](B(O)O)[CH:26]=[CH:27][CH:28]=1.C([O-])([O-])=O.[Cs+].[Cs+].C(O)(=O)C. Given the product [C:15]([C:12]1[CH:13]=[CH:14][C:9]([CH2:8][N:6]2[CH:7]=[C:2]([C:27]3[CH:26]=[CH:25][CH:24]=[C:23]([C:22]([F:33])([F:32])[F:21])[CH:28]=3)[C:3](=[O:20])[C:4]([C:17]([OH:19])=[O:18])=[CH:5]2)=[CH:10][CH:11]=1)#[N:16], predict the reactants needed to synthesize it. (4) Given the product [C:6]([NH:10][C:11]([C:13]1[C:18]([CH2:19][C:28](=[O:34])[C:29]([O:31][CH2:32][CH3:33])=[O:30])=[CH:17][CH:16]=[CH:15][N:14]=1)=[O:12])([CH3:9])([CH3:8])[CH3:7], predict the reactants needed to synthesize it. The reactants are: [Li]CCCC.[C:6]([NH:10][C:11]([C:13]1[C:18]([CH3:19])=[CH:17][CH:16]=[CH:15][N:14]=1)=[O:12])([CH3:9])([CH3:8])[CH3:7].CN(C)CCN(C)C.[C:28](OCC)(=[O:34])[C:29]([O:31][CH2:32][CH3:33])=[O:30]. (5) Given the product [CH2:1]([N:5]([S:32]([C:35]1[CH:40]=[CH:39][C:38]([N+:41]([O-:43])=[O:42])=[CH:37][CH:36]=1)(=[O:34])=[O:33])[C@H:6]([C:29]([OH:31])=[O:30])[CH2:51][CH2:50][CH2:49][CH2:48][NH:47][C:66](=[O:67])[C@H:58]([CH2:59][C:60]1[CH:65]=[CH:64][CH:63]=[CH:62][CH:61]=1)[NH:57][S:54]([C:51]1[CH:50]=[CH:49][C:48]([NH:47][C:44](=[O:46])[CH3:45])=[CH:53][CH:52]=1)(=[O:56])=[O:55])[CH:58]([CH3:66])[CH3:59], predict the reactants needed to synthesize it. The reactants are: [CH2:1]([N:5]([S:32]([C:35]1[CH:40]=[CH:39][C:38]([N+:41]([O-:43])=[O:42])=[CH:37][CH:36]=1)(=[O:34])=[O:33])[C@H:6]([C:29]([OH:31])=[O:30])CCCCNC(OCC1C2C=CC=CC=2C2C1=CC=CC=2)=O)C(C)C.[C:44]([NH:47][C:48]1[CH:53]=[CH:52][C:51]([S:54]([NH:57][C@H:58]([C:66](O)=[O:67])[CH2:59][C:60]2[CH:65]=[CH:64][CH:63]=[CH:62][CH:61]=2)(=[O:56])=[O:55])=[CH:50][CH:49]=1)(=[O:46])[CH3:45]. (6) Given the product [C:1]([C:3]1[CH:8]=[CH:7][C:6]([N:9]2[C@H:13]3[CH2:14][CH2:15][CH2:16][CH2:17][C@@H:12]3[N:11]([C:18]3[CH:28]=[CH:27][C:21]([C:22]([OH:24])=[O:23])=[CH:20][CH:19]=3)[C:10]2=[O:29])=[CH:5][C:4]=1[C:30]([F:33])([F:31])[F:32])#[N:2], predict the reactants needed to synthesize it. The reactants are: [C:1]([C:3]1[CH:8]=[CH:7][C:6]([N:9]2[C@H:13]3[CH2:14][CH2:15][CH2:16][CH2:17][C@@H:12]3[N:11]([C:18]3[CH:28]=[CH:27][C:21]([C:22]([O:24]CC)=[O:23])=[CH:20][CH:19]=3)[C:10]2=[O:29])=[CH:5][C:4]=1[C:30]([F:33])([F:32])[F:31])#[N:2].[OH-].[Na+]. (7) The reactants are: [C:1]([O:5][C:6]([NH:8][CH2:9][CH2:10][O:11][C:12]1[CH:13]=[C:14]([CH:18]=[CH:19][CH:20]=1)[C:15]([OH:17])=O)=[O:7])([CH3:4])([CH3:3])[CH3:2].[CH:21]1([NH2:27])[CH2:26][CH2:25][CH2:24][CH2:23][CH2:22]1.CCN=C=NCCCN(C)C.C1C=CC2N(O)N=NC=2C=1.CCN(C(C)C)C(C)C. Given the product [CH:21]1([NH:27][C:15]([C:14]2[CH:13]=[C:12]([CH:20]=[CH:19][CH:18]=2)[O:11][CH2:10][CH2:9][NH:8][C:6](=[O:7])[O:5][C:1]([CH3:2])([CH3:3])[CH3:4])=[O:17])[CH2:26][CH2:25][CH2:24][CH2:23][CH2:22]1, predict the reactants needed to synthesize it. (8) Given the product [ClH:1].[N:18]1([CH2:17][C:14]2[CH:15]=[CH:16][C:11]([C:9]3[NH:8][C:4]4=[N:5][CH:6]=[CH:7][C:2]([C:29]5[CH:30]=[CH:31][C:26]([CH2:25][OH:24])=[CH:27][CH:28]=5)=[C:3]4[N:10]=3)=[CH:12][CH:13]=2)[CH2:23][CH2:22][O:21][CH2:20][CH2:19]1, predict the reactants needed to synthesize it. The reactants are: [Cl:1][C:2]1[CH:7]=[CH:6][N:5]=[C:4]2[NH:8][C:9]([C:11]3[CH:16]=[CH:15][C:14]([CH2:17][N:18]4[CH2:23][CH2:22][O:21][CH2:20][CH2:19]4)=[CH:13][CH:12]=3)=[N:10][C:3]=12.[OH:24][CH2:25][C:26]1[CH:31]=[CH:30][C:29](B(O)O)=[CH:28][CH:27]=1.C(=O)([O-])[O-].[Na+].[Na+]. (9) Given the product [CH2:2]([O:3][C:4]([C@@H:6]1[CH2:10][C@:9]2([CH2:11][OH:12])[C@@H:8]([CH2:20]2)[N:7]1[C:13]([O:15][C:16]([CH3:18])([CH3:17])[CH3:19])=[O:14])=[O:5])[CH3:1], predict the reactants needed to synthesize it. The reactants are: [CH3:1][CH2:2][O:3][C:4]([C@@H:6]1[CH2:10][C:9]([CH2:11][OH:12])=[CH:8][N:7]1[C:13]([O:15][C:16]([CH3:19])([CH3:18])[CH3:17])=[O:14])=[O:5].[CH2:20]([Zn]CC)C.ICI.[NH4+].[Cl-]. (10) Given the product [CH3:1][C:2]1[CH:7]=[C:6]([CH2:8][CH2:9][NH2:10])[CH:5]=[CH:4][N:3]=1, predict the reactants needed to synthesize it. The reactants are: [CH3:1][C:2]1[CH:7]=[C:6]([CH2:8][CH2:9][N:10]2C(=O)C3C(=CC=CC=3)C2=O)[CH:5]=[CH:4][N:3]=1.O.NN.